From a dataset of Full USPTO retrosynthesis dataset with 1.9M reactions from patents (1976-2016). Predict the reactants needed to synthesize the given product. (1) The reactants are: [F:1][C:2]1[C:11]([CH3:12])=[CH:10][CH:9]=[C:8]([F:13])[C:3]=1[C:4]([O:6][CH3:7])=[O:5].[Br:14]N1C(=O)CCC1=O. Given the product [Br:14][CH2:12][C:11]1[C:2]([F:1])=[C:3]([C:8]([F:13])=[CH:9][CH:10]=1)[C:4]([O:6][CH3:7])=[O:5], predict the reactants needed to synthesize it. (2) Given the product [C:1]([OH:4])(=[O:3])[CH3:2].[C:37]([OH:38])(=[O:36])[CH3:39].[OH:4][C@H:5]1[C@:9]2([CH3:26])[CH2:10][CH2:11][C@@H:12]3[C@@H:21]([C@H:8]2[CH2:39][C:37]1=[O:38])[CH2:20][C@@H:19]1[C@H:14]([CH2:15][C@H:16]([OH:22])[CH2:17][CH2:18]1)[CH2:13]3, predict the reactants needed to synthesize it. The reactants are: [C:1]([O:4][C@H:5]1[C@:9]2([CH3:26])[CH2:10][CH2:11][C@@H:12]3[C@@H:21]([C@H:8]2C/C/1=C\C1C=CC=CC=1)[CH2:20][C@@H:19]1[C@H:14]([CH2:15][C@H:16]([O:22]C(=O)C)[CH2:17][CH2:18]1)[CH2:13]3)(=[O:3])[CH3:2].CC[O:36][C:37]([CH3:39])=[O:38]. (3) Given the product [Cl:1][C:2]1[CH:3]=[CH:4][C:5]([CH2:11][O:12][C:13]2[CH:18]=[CH:17][CH:16]=[C:15]([F:19])[C:14]=2[F:20])=[C:6]([CH:10]=1)[C:7]([NH:22][C@H:23]([C:25]1[CH:34]=[CH:33][C:28]([C:29]([O:31][CH3:32])=[O:30])=[CH:27][CH:26]=1)[CH3:24])=[O:9], predict the reactants needed to synthesize it. The reactants are: [Cl:1][C:2]1[CH:3]=[CH:4][C:5]([CH2:11][O:12][C:13]2[CH:18]=[CH:17][CH:16]=[C:15]([F:19])[C:14]=2[F:20])=[C:6]([CH:10]=1)[C:7]([OH:9])=O.Cl.[NH2:22][C@H:23]([C:25]1[CH:34]=[CH:33][C:28]([C:29]([O:31][CH3:32])=[O:30])=[CH:27][CH:26]=1)[CH3:24]. (4) Given the product [C:30]([N:28]1[CH2:29][CH:26]([NH:25][C:2]2[N:7]=[CH:6][N:5]=[C:4]([C:8]([NH:10][CH2:11][C@H:12]([OH:24])[CH2:13][N:14]3[CH2:23][CH2:22][C:21]4[C:16](=[CH:17][CH:18]=[CH:19][CH:20]=4)[CH2:15]3)=[O:9])[CH:3]=2)[CH2:27]1)(=[O:32])[CH3:31], predict the reactants needed to synthesize it. The reactants are: Cl[C:2]1[N:7]=[CH:6][N:5]=[C:4]([C:8]([NH:10][CH2:11][C@H:12]([OH:24])[CH2:13][N:14]2[CH2:23][CH2:22][C:21]3[C:16](=[CH:17][CH:18]=[CH:19][CH:20]=3)[CH2:15]2)=[O:9])[CH:3]=1.[NH2:25][CH:26]1[CH2:29][N:28]([C:30](=[O:32])[CH3:31])[CH2:27]1. (5) The reactants are: [N+:1]([CH2:4][CH2:5][CH3:6])([O-:3])=[O:2].[C:7](=O)([O-])[O-].[K+].[K+].[C:13]([O:17][CH3:18])(=[O:16])[CH:14]=[CH2:15]. Given the product [CH3:15][CH:14]([CH2:7][CH:4]([N+:1]([O-:3])=[O:2])[CH2:5][CH3:6])[C:13]([O:17][CH3:18])=[O:16], predict the reactants needed to synthesize it. (6) Given the product [C:1]([O:5][C:6]([N:8]([CH3:43])[C@H:9]([C:13]([O:15][CH2:16][O:17][C:18](=[O:42])[N:19]([C:32]1[N:41]=[C:35]2[CH:36]=[CH:37][C:38]([C:58]3[CH:57]=[CH:56][C:55]([NH:54][C:52](=[O:53])[C@@H:51]([C:48]4[CH:47]=[CH:46][C:45]([F:44])=[CH:50][CH:49]=4)[CH3:64])=[CH:60][CH:59]=3)=[CH:39][N:34]2[N:33]=1)[C:20]1[CH:25]=[CH:24][C:23]([S:26]([CH3:29])(=[O:28])=[O:27])=[CH:22][C:21]=1[O:30][CH3:31])=[O:14])[CH:10]([CH3:12])[CH3:11])=[O:7])([CH3:4])([CH3:3])[CH3:2], predict the reactants needed to synthesize it. The reactants are: [C:1]([O:5][C:6]([N:8]([CH3:43])[C@H:9]([C:13]([O:15][CH2:16][O:17][C:18](=[O:42])[N:19]([C:32]1[N:41]=[C:35]2[CH:36]=[CH:37][C:38](Cl)=[CH:39][N:34]2[N:33]=1)[C:20]1[CH:25]=[CH:24][C:23]([S:26]([CH3:29])(=[O:28])=[O:27])=[CH:22][C:21]=1[O:30][CH3:31])=[O:14])[CH:10]([CH3:12])[CH3:11])=[O:7])([CH3:4])([CH3:3])[CH3:2].[F:44][C:45]1[CH:50]=[CH:49][C:48]([C@@H:51]([CH3:64])[C:52]([NH:54][C:55]2[CH:60]=[CH:59][C:58](B(O)O)=[CH:57][CH:56]=2)=[O:53])=[CH:47][CH:46]=1.O.P([O-])([O-])([O-])=O.[K+].[K+].[K+].C1(P(C2CCCCC2)C2C=CC=CC=2C2C(OC)=CC=CC=2OC)CCCCC1. (7) Given the product [Br:1][C:2]1[CH:3]=[C:4]([C:8]([O:10][CH3:11])=[O:9])[S:5][C:6]=1[C:15]([F:24])([F:12])[F:14], predict the reactants needed to synthesize it. The reactants are: [Br:1][C:2]1[CH:3]=[C:4]([C:8]([O:10][CH3:11])=[O:9])[S:5][C:6]=1I.[F-:12].[K+].[F:14][C:15]([F:24])(S(F)(=O)=O)C(OC)=O. (8) Given the product [CH3:1][N:2]1[CH2:7][CH2:6][CH:5]([O:8][C:9]2[CH:14]=[CH:13][C:12]([NH2:15])=[CH:11][C:10]=2[C:18]([F:19])([F:20])[F:21])[CH2:4][CH2:3]1, predict the reactants needed to synthesize it. The reactants are: [CH3:1][N:2]1[CH2:7][CH2:6][CH:5]([O:8][C:9]2[CH:14]=[CH:13][C:12]([N+:15]([O-])=O)=[CH:11][C:10]=2[C:18]([F:21])([F:20])[F:19])[CH2:4][CH2:3]1. (9) Given the product [CH2:1]([C:5]1[N:6]([CH2:14][CH2:15][O:16][C:17]2[CH:24]=[CH:23][C:20]([CH:21]=[O:22])=[CH:19][CH:18]=2)[C:7](=[O:12])[CH:8]=[C:9]([CH3:11])[N:10]=1)[CH2:2][CH2:3][CH3:4], predict the reactants needed to synthesize it. The reactants are: [CH2:1]([C:5]1[NH:6][C:7](=[O:12])[CH:8]=[C:9]([CH3:11])[N:10]=1)[CH2:2][CH2:3][CH3:4].Br[CH2:14][CH2:15][O:16][C:17]1[CH:24]=[CH:23][C:20]([CH:21]=[O:22])=[CH:19][CH:18]=1.C([O-])([O-])=O.[K+].[K+].